From a dataset of Full USPTO retrosynthesis dataset with 1.9M reactions from patents (1976-2016). Predict the reactants needed to synthesize the given product. (1) Given the product [OH:39][CH2:38][C:5]1[CH:6]=[C:7]([O:9][CH2:10][CH2:11][N:12]([C:23](=[O:37])[CH2:24][CH2:25][O:26][CH2:27][CH2:28][O:29][CH2:30][CH2:31][O:32][CH2:33][CH2:34][O:35][CH3:36])[CH2:13][CH2:14][CH2:15][C:16]([O:18][CH3:19])=[O:17])[CH:8]=[C:3]([CH2:2][OH:1])[N:4]=1, predict the reactants needed to synthesize it. The reactants are: [OH:1][CH2:2][C:3]1[CH:8]=[C:7]([O:9][CH2:10][CH2:11][N:12]([C:23](=[O:37])[CH2:24][CH2:25][O:26][CH2:27][CH2:28][O:29][CH2:30][CH2:31][O:32][CH2:33][CH2:34][O:35][CH3:36])[CH2:13][CH2:14][CH2:15][C:16]([O:18][C:19](C)(C)C)=[O:17])[CH:6]=[C:5]([CH2:38][OH:39])[N:4]=1.C(O)(C(F)(F)F)=O.C[Si](C=[N+]=[N-])(C)C.C(O)(=O)C. (2) Given the product [Cl:19][C:20]1[CH:24]=[CH:23][S:22][C:21]=1[C:25]1[O:14][N:13]=[C:11]([C:10]2[CH:9]=[N:8][N:7]3[C:2]([CH3:1])=[CH:3][C:4]([C:15]([F:18])([F:16])[F:17])=[N:5][C:6]=23)[N:12]=1, predict the reactants needed to synthesize it. The reactants are: [CH3:1][C:2]1[N:7]2[N:8]=[CH:9][C:10]([C:11](=[N:13][OH:14])[NH2:12])=[C:6]2[N:5]=[C:4]([C:15]([F:18])([F:17])[F:16])[CH:3]=1.[Cl:19][C:20]1[CH:24]=[CH:23][S:22][C:21]=1[C:25](Cl)=O. (3) Given the product [CH3:10][C:9]1[C:3]2[CH:2]=[C:1]([CH3:12])[CH:6]=[CH:5][C:4]=2[S:7][CH:8]=1, predict the reactants needed to synthesize it. The reactants are: [C:1]1([CH3:12])[CH:6]=[CH:5][C:4]([S:7][CH2:8][C:9](=O)[CH3:10])=[CH:3][CH:2]=1. (4) Given the product [CH3:1][C:2]#[C:3][CH2:4][CH:5]([C@H:7]([OH:29])/[CH:8]=[CH:9]/[C@@H:10]1[C@H:14]2[C:15]3[CH:16]=[CH:17][CH:18]=[C:19]([CH2:22][CH2:23][CH2:24][C:25]([OH:27])=[O:26])[C:20]=3[O:21][C@H:13]2[CH2:12][C@H:11]1[OH:28])[CH3:6], predict the reactants needed to synthesize it. The reactants are: [CH3:1][C:2]#[C:3][CH2:4][CH:5]([C@H:7]([OH:29])/[CH:8]=[CH:9]/[C@@H:10]1[C@H:14]2[C:15]3[CH:16]=[CH:17][CH:18]=[C:19]([CH2:22][CH2:23][CH2:24][C:25]([OH:27])=[O:26])[C:20]=3[O:21][C@H:13]2[CH2:12][C@H:11]1[OH:28])[CH3:6].ClCCl. (5) The reactants are: [NH2:1][C:2]([NH:4][NH:5][C:6](=O)[CH2:7][CH2:8][C:9]([O:11][CH2:12][CH3:13])=[O:10])=[S:3].[O-]CC.[Na+]. Given the product [SH:3][C:2]1[NH:4][N:5]=[C:6]([CH2:7][CH2:8][C:9]([O:11][CH2:12][CH3:13])=[O:10])[N:1]=1, predict the reactants needed to synthesize it. (6) Given the product [Cl:27][C:28]1[CH:29]=[CH:30][C:31]2[O:35][C:34]([NH:36][C:37]3[O:11][C@:3]4([CH2:2][N:1]=3)[CH:8]3[CH2:7][CH2:6][N:5]([CH2:10][CH2:9]3)[CH2:4]4)=[N:33][C:32]=2[CH:42]=1, predict the reactants needed to synthesize it. The reactants are: [NH2:1][CH2:2][C@@:3]1([OH:11])[CH:8]2[CH2:9][CH2:10][N:5]([CH2:6][CH2:7]2)[CH2:4]1.CCN(C(C)C)C(C)C.C([O-])([O-])=O.[Cs+].[Cs+].[Cl:27][C:28]1[CH:29]=[CH:30][C:31]2[O:35][C:34]([N:36]=[C:37](SC)SC)=[N:33][C:32]=2[CH:42]=1.